This data is from Full USPTO retrosynthesis dataset with 1.9M reactions from patents (1976-2016). The task is: Predict the reactants needed to synthesize the given product. The reactants are: C([O:3][C:4]([C@@H:6]1[CH2:11][CH2:10][CH2:9][N:8]([C:12]2[CH:17]=[CH:16][C:15]([Cl:18])=[C:14]([C:19]3[NH:23][C:22]4[CH:24]=[CH:25][CH:26]=[CH:27][C:21]=4[N:20]=3)[CH:13]=2)[CH2:7]1)=[O:5])C. Given the product [ClH:18].[NH:20]1[C:21]2[CH:27]=[CH:26][CH:25]=[CH:24][C:22]=2[N:23]=[C:19]1[C:14]1[CH:13]=[C:12]([N:8]2[CH2:9][CH2:10][CH2:11][C@@H:6]([C:4]([OH:5])=[O:3])[CH2:7]2)[CH:17]=[CH:16][C:15]=1[Cl:18], predict the reactants needed to synthesize it.